From a dataset of Reaction yield outcomes from USPTO patents with 853,638 reactions. Predict the reaction yield, written as a fraction of the theoretical maximum amount of product (1.0 means a 100% yield; for example, 0.34 means a 34% yield). (1) The reactants are [CH3:1][C:2]1[C:6]([CH2:7][N:8]2[CH:12]=[C:11]([N:13]3[C:17](=[O:18])[CH2:16][NH:15][C:14]3=[O:19])[CH:10]=[N:9]2)=[C:5]([CH3:20])[O:4][N:3]=1.Br[CH2:22][C:23]1[CH:28]=[CH:27][C:26]([F:29])=[CH:25][CH:24]=1. No catalyst specified. The product is [CH3:1][C:2]1[C:6]([CH2:7][N:8]2[CH:12]=[C:11]([N:13]3[C:17](=[O:18])[CH2:16][N:15]([CH2:22][C:23]4[CH:28]=[CH:27][C:26]([F:29])=[CH:25][CH:24]=4)[C:14]3=[O:19])[CH:10]=[N:9]2)=[C:5]([CH3:20])[O:4][N:3]=1. The yield is 0.330. (2) The reactants are [OH:1][C:2]1[CH:7]=[CH:6][C:5]([C:8](=[O:11])[CH2:9][CH3:10])=[CH:4][C:3]=1[O:12][CH3:13].CCN(CC)CC.[F:21][C:22]([F:35])([F:34])[S:23](O[S:23]([C:22]([F:35])([F:34])[F:21])(=[O:25])=[O:24])(=[O:25])=[O:24]. The catalyst is C(Cl)Cl.CN(C1C=CN=CC=1)C. The product is [F:21][C:22]([F:35])([F:34])[S:23]([O:1][C:2]1[CH:7]=[CH:6][C:5]([C:8](=[O:11])[CH2:9][CH3:10])=[CH:4][C:3]=1[O:12][CH3:13])(=[O:25])=[O:24]. The yield is 0.880.